From a dataset of Full USPTO retrosynthesis dataset with 1.9M reactions from patents (1976-2016). Predict the reactants needed to synthesize the given product. (1) Given the product [CH3:48][O:47][C:37](=[O:46])[C@H:38]([O:1][C:2]1[C:3](=[O:36])[N:4]([C:29]2[N:30]=[N:31][C:32]([CH3:35])=[CH:33][CH:34]=2)[C@@H:5]([C:18]2[CH:23]=[CH:22][C:21]([O:24][C:25]([F:27])([F:28])[F:26])=[CH:20][CH:19]=2)[C:6]=1[C:7](=[O:17])[C:8]1[CH:13]=[CH:12][C:11]([CH:14]([CH3:16])[CH3:15])=[CH:10][CH:9]=1)[C:40]1[CH:41]=[CH:42][CH:43]=[CH:44][CH:45]=1, predict the reactants needed to synthesize it. The reactants are: [OH:1][C:2]1[C:3](=[O:36])[N:4]([C:29]2[N:30]=[N:31][C:32]([CH3:35])=[CH:33][CH:34]=2)[CH:5]([C:18]2[CH:23]=[CH:22][C:21]([O:24][C:25]([F:28])([F:27])[F:26])=[CH:20][CH:19]=2)[C:6]=1[C:7](=[O:17])[C:8]1[CH:13]=[CH:12][C:11]([CH:14]([CH3:16])[CH3:15])=[CH:10][CH:9]=1.[C:37]([O:47][CH3:48])(=[O:46])[C@H:38]([C:40]1[CH:45]=[CH:44][CH:43]=[CH:42][CH:41]=1)O. (2) Given the product [CH3:11][CH:12]1[O:10][CH:7]([C:1]2[CH:6]=[CH:5][CH:4]=[CH:3][CH:2]=2)[CH2:8][O:9]1, predict the reactants needed to synthesize it. The reactants are: [C:1]1([CH:7]([OH:10])[CH2:8][OH:9])[CH:6]=[CH:5][CH:4]=[CH:3][CH:2]=1.[CH2:11](OCC)[CH3:12].C1(C)C=CC(S(O)(=O)=O)=CC=1.C(=O)C.